Dataset: Forward reaction prediction with 1.9M reactions from USPTO patents (1976-2016). Task: Predict the product of the given reaction. (1) Given the reactants [NH2:1][C:2]1[CH:23]=[CH:22][CH:21]=[CH:20][C:3]=1[CH2:4][C:5]1[CH:6]=[C:7]2[C:12](=[CH:13][CH:14]=1)[NH:11][C:10](=[O:15])[CH:9]=[C:8]2[C:16]([F:19])([F:18])[F:17].[CH2:24]([N:26]=[C:27]=[O:28])[CH3:25], predict the reaction product. The product is: [CH2:24]([NH:26][C:27]([NH:1][C:2]1[CH:23]=[CH:22][CH:21]=[CH:20][C:3]=1[CH2:4][C:5]1[CH:6]=[C:7]2[C:12](=[CH:13][CH:14]=1)[NH:11][C:10](=[O:15])[CH:9]=[C:8]2[C:16]([F:19])([F:17])[F:18])=[O:28])[CH3:25]. (2) Given the reactants [CH2:1]([C:3]1[CH:4]=[C:5]([CH2:9][C@@H:10]([B:34]2[O:42]C(C)(C)C(C)(C)[O:35]2)[NH:11][C:12](=[O:33])[CH:13]([CH2:21][N:22]2[CH:26]=[C:25]([C:27]3[CH:32]=[CH:31][CH:30]=[CH:29][CH:28]=3)[N:24]=[N:23]2)[CH2:14][N:15]2[CH:19]=[CH:18][S:17][C:16]2=[O:20])[CH:6]=[CH:7][CH:8]=1)[CH3:2].CC(C)CB(O)O.Cl, predict the reaction product. The product is: [CH2:1]([C:3]1[CH:4]=[C:5]([CH2:9][C@@H:10]([B:34]([OH:35])[OH:42])[NH:11][C:12](=[O:33])[CH:13]([CH2:21][N:22]2[CH:26]=[C:25]([C:27]3[CH:32]=[CH:31][CH:30]=[CH:29][CH:28]=3)[N:24]=[N:23]2)[CH2:14][N:15]2[CH:19]=[CH:18][S:17][C:16]2=[O:20])[CH:6]=[CH:7][CH:8]=1)[CH3:2].